From a dataset of Reaction yield outcomes from USPTO patents with 853,638 reactions. Predict the reaction yield, written as a fraction of the theoretical maximum amount of product (1.0 means a 100% yield; for example, 0.34 means a 34% yield). (1) The reactants are [N:1]1[N:2]2[CH:10]=[CH:9][CH:8]=[C:3]2[C:4]([NH2:7])=[N:5][CH:6]=1.[Al+3].[Cl-].[Cl-].[Cl-].[C:15](Cl)(=[O:17])[CH3:16].C(=O)(O)[O-].[Na+]. The catalyst is [N+](C1C=CC=CC=1)([O-])=O. The product is [NH2:7][C:4]1[C:3]2=[CH:8][CH:9]=[C:10]([C:15](=[O:17])[CH3:16])[N:2]2[N:1]=[CH:6][N:5]=1. The yield is 0.340. (2) The reactants are Cl[CH2:2][CH2:3][C:4]([C:10]1[CH:15]=[CH:14][CH:13]=[CH:12][CH:11]=1)([OH:9])[CH2:5][C:6]([CH3:8])=[CH2:7].[Br:16][C:17]1[CH:22]=[CH:21][C:20]([C@@H:23]([N:25]=[C:26]=[O:27])[CH3:24])=[CH:19][CH:18]=1.C1CCN2C(=NCCC2)CC1. The catalyst is C1COCC1.CCOC(C)=O. The product is [Br:16][C:17]1[CH:18]=[CH:19][C:20]([C@@H:23]([N:25]2[CH2:2][CH2:3][C@:4]([CH2:5][C:6]([CH3:8])=[CH2:7])([C:10]3[CH:15]=[CH:14][CH:13]=[CH:12][CH:11]=3)[O:9][C:26]2=[O:27])[CH3:24])=[CH:21][CH:22]=1. The yield is 0.300. (3) The reactants are [CH3:1][O:2][C:3](=[O:17])[CH2:4][CH2:5][CH2:6][CH2:7][CH2:8][O:9][C:10]1[CH:15]=[CH:14][C:13]([NH2:16])=[CH:12][CH:11]=1.C(N(CC)CC)C.Cl[C:26](Cl)([O:28]C(=O)OC(Cl)(Cl)Cl)Cl. The catalyst is C1(C)C=CC=CC=1. The product is [CH3:1][O:2][C:3](=[O:17])[CH2:4][CH2:5][CH2:6][CH2:7][CH2:8][O:9][C:10]1[CH:15]=[CH:14][C:13]([N:16]=[C:26]=[O:28])=[CH:12][CH:11]=1. The yield is 0.347. (4) The reactants are [C:1]1([C:7]2[N:8]=[C:9]([CH2:12][CH2:13][CH2:14][NH2:15])[S:10][CH:11]=2)[CH:6]=[CH:5][CH:4]=[CH:3][CH:2]=1.[F:16][C:17]([F:33])([F:32])[C:18]1[O:22][N:21]=[C:20]([C:23]2[CH:24]=[C:25]([CH:29]=[CH:30][CH:31]=2)[C:26](O)=[O:27])[N:19]=1. No catalyst specified. The product is [C:1]1([C:7]2[N:8]=[C:9]([CH2:12][CH2:13][CH2:14][NH:15][C:26](=[O:27])[C:25]3[CH:29]=[CH:30][CH:31]=[C:23]([C:20]4[N:19]=[C:18]([C:17]([F:33])([F:32])[F:16])[O:22][N:21]=4)[CH:24]=3)[S:10][CH:11]=2)[CH:2]=[CH:3][CH:4]=[CH:5][CH:6]=1. The yield is 0.700. (5) The reactants are [Cl:1][C:2]1[CH:3]=[C:4]([N:12]([C@H:15]2[CH2:20][CH2:19][C@H:18]([N:21]([CH3:23])[CH3:22])[CH2:17][CH2:16]2)[CH2:13][CH3:14])[C:5]([CH3:11])=[C:6]([CH:10]=1)[C:7](O)=[O:8].[CH2:24]([N:26]1[C:30]([CH3:31])=[C:29]([CH2:32][NH2:33])[C:28]([O:34][CH3:35])=[N:27]1)[CH3:25].C(N(CC)CC)C.C1CN([P+](ON2N=NC3C=CC=CC2=3)(N2CCCC2)N2CCCC2)CC1.F[P-](F)(F)(F)(F)F. The catalyst is CS(C)=O.O. The product is [Cl:1][C:2]1[CH:3]=[C:4]([N:12]([C@H:15]2[CH2:20][CH2:19][C@H:18]([N:21]([CH3:22])[CH3:23])[CH2:17][CH2:16]2)[CH2:13][CH3:14])[C:5]([CH3:11])=[C:6]([CH:10]=1)[C:7]([NH:33][CH2:32][C:29]1[C:28]([O:34][CH3:35])=[N:27][N:26]([CH2:24][CH3:25])[C:30]=1[CH3:31])=[O:8]. The yield is 0.730. (6) The reactants are [Cl:1][C:2]1[C:3]([N:33]=C(C2C=CC=CC=2)C2C=CC=CC=2)=[N:4][CH:5]=[CH:6][C:7]=1[O:8][C:9]1[CH:14]=[CH:13][C:12]([NH:15][C:16]([C:18]2[C:23](=[O:24])[C:22]([C:25]3[CH:30]=[CH:29][C:28]([F:31])=[CH:27][CH:26]=3)=[CH:21][NH:20][CH:19]=2)=[O:17])=[CH:11][C:10]=1[F:32].C(=O)([O-])[O-].[K+].[K+].[P:53]([O:65]CCl)([O:60]C(C)(C)C)([O:55][C:56](C)(C)C)=[O:54].Cl. The catalyst is CN(C=O)C.CCOC(C)=O.CCO.O. The product is [P:53]([OH:65])([OH:60])([O:55][CH2:56][N:20]1[CH:21]=[C:22]([C:25]2[CH:30]=[CH:29][C:28]([F:31])=[CH:27][CH:26]=2)[C:23](=[O:24])[C:18]([C:16](=[O:17])[NH:15][C:12]2[CH:13]=[CH:14][C:9]([O:8][C:7]3[CH:6]=[CH:5][N:4]=[C:3]([NH2:33])[C:2]=3[Cl:1])=[C:10]([F:32])[CH:11]=2)=[CH:19]1)=[O:54]. The yield is 0.930. (7) The reactants are [NH:1]1[CH2:6][CH:5]=[C:4]([C:7]2[C:8]3[O:15][C:14]([CH:16]=[O:17])=[CH:13][C:9]=3[CH:10]=[N:11][CH:12]=2)[CH2:3][CH2:2]1.C(N(CC)CC)C.[CH:25]1([S:28](Cl)(=[O:30])=[O:29])[CH2:27][CH2:26]1.C(=O)(O)[O-].[Na+]. The catalyst is O1CCCC1. The product is [CH:25]1([S:28]([N:1]2[CH2:2][CH:3]=[C:4]([C:7]3[C:8]4[O:15][C:14]([CH:16]=[O:17])=[CH:13][C:9]=4[CH:10]=[N:11][CH:12]=3)[CH2:5][CH2:6]2)(=[O:30])=[O:29])[CH2:27][CH2:26]1. The yield is 0.560. (8) The reactants are [Br:1][C:2]1[C:7]([CH3:8])=[CH:6][C:5]([O:9][CH:10]2[CH2:15][CH2:14][CH2:13][CH2:12][O:11]2)=[CH:4][C:3]=1[CH2:16][OH:17].[O:18]1[CH:23]=[CH:22][CH2:21][CH2:20][CH2:19]1. The catalyst is C(Cl)Cl.C12(CS(O)(=O)=O)C(C)(C)C(CC1)CC2=O. The product is [Br:1][C:2]1[C:3]([CH2:16][O:17][CH:19]2[CH2:20][CH2:21][CH2:22][CH2:23][O:18]2)=[CH:4][C:5]([O:9][CH:10]2[CH2:15][CH2:14][CH2:13][CH2:12][O:11]2)=[CH:6][C:7]=1[CH3:8]. The yield is 0.900. (9) The reactants are [N:1]([O-])=O.[Na+].[Br:5][C:6]1[CH:12]=[CH:11][C:9]([NH2:10])=[CH:8][C:7]=1[O:13][CH3:14].Cl.[C:16]([CH2:18][C:19]([NH2:21])=[O:20])#[N:17].O.O.O.C([O-])(=O)C.[Na+]. The catalyst is O.C(O)C. The product is [Br:5][C:6]1[CH:12]=[CH:11][C:9]([N:10]=[N:1][CH:18]([C:16]#[N:17])[C:19]([NH2:21])=[O:20])=[CH:8][C:7]=1[O:13][CH3:14]. The yield is 0.940.